This data is from Full USPTO retrosynthesis dataset with 1.9M reactions from patents (1976-2016). The task is: Predict the reactants needed to synthesize the given product. (1) Given the product [CH:25]1([CH2:28][NH:29][C:15](=[O:17])[C:14]2[CH:18]=[CH:19][CH:20]=[N:21][C:13]=2[O:12][C:11]2[CH:10]=[CH:9][C:8]([NH:7][C:2]3[CH:3]=[CH:4][CH:5]=[CH:6][N:1]=3)=[CH:23][CH:22]=2)[CH2:27][CH2:26]1, predict the reactants needed to synthesize it. The reactants are: [N:1]1[CH:6]=[CH:5][CH:4]=[CH:3][C:2]=1[NH:7][C:8]1[CH:23]=[CH:22][C:11]([O:12][C:13]2[N:21]=[CH:20][CH:19]=[CH:18][C:14]=2[C:15]([OH:17])=O)=[CH:10][CH:9]=1.Cl.[CH:25]1([CH2:28][NH2:29])[CH2:27][CH2:26]1.C(Cl)CCl.C1C=CC2N(O)N=NC=2C=1. (2) Given the product [Cl:25][C:26]1[CH:31]=[C:30]([Cl:32])[CH:29]=[CH:28][C:27]=1[C:2]1[CH:3]=[CH:4][CH:5]=[C:6]2[C:11]=1[N:10]=[C:9]([CH3:12])[CH:8]=[C:7]2[N:13]1[CH2:18][CH:17]=[C:16]([C:19]([O:21][CH:22]([CH3:24])[CH3:23])=[O:20])[CH2:15][CH2:14]1, predict the reactants needed to synthesize it. The reactants are: Br[C:2]1[CH:3]=[CH:4][CH:5]=[C:6]2[C:11]=1[N:10]=[C:9]([CH3:12])[CH:8]=[C:7]2[N:13]1[CH2:18][CH:17]=[C:16]([C:19]([O:21][CH:22]([CH3:24])[CH3:23])=[O:20])[CH2:15][CH2:14]1.[Cl:25][C:26]1[CH:31]=[C:30]([Cl:32])[CH:29]=[CH:28][C:27]=1OB(O)O.C(=O)([O-])[O-].[Na+].[Na+].O. (3) Given the product [CH:1]([C:4]1[NH:8][C:7]([C:9]2[CH:14]=[CH:13][CH:12]=[C:11]([CH3:15])[N:10]=2)=[C:6]([C:16]2[CH:17]=[C:18]([C:32]3[CH:37]=[CH:36][CH:35]=[C:34]([S:38]([NH2:41])(=[O:40])=[O:39])[CH:33]=3)[CH:19]=[CH:20][CH:21]=2)[N:5]=1)([CH3:3])[CH3:2], predict the reactants needed to synthesize it. The reactants are: [CH:1]([C:4]1[NH:5][C:6]([C:16]2[CH:21]=[CH:20][CH:19]=[C:18](B3OC(C)(C)C(C)(C)O3)[CH:17]=2)=[C:7]([C:9]2[CH:14]=[CH:13][CH:12]=[C:11]([CH3:15])[N:10]=2)[N:8]=1)([CH3:3])[CH3:2].Br[C:32]1[CH:33]=[C:34]([S:38]([NH2:41])(=[O:40])=[O:39])[CH:35]=[CH:36][CH:37]=1. (4) Given the product [CH:29]1[C:30]2[C:35](=[CH:34][CH:33]=[CH:32][CH:31]=2)[CH:36]=[CH:37][C:28]=1[S:25]([NH:24][CH2:23][C:22]([NH:21][CH2:20][CH2:19][NH:18][C:14]([CH:11]1[CH2:12][CH2:13][N:8]([C:5]2[CH:6]=[CH:7][N:2]=[CH:3][CH:4]=2)[CH2:9][CH2:10]1)=[O:15])=[O:38])(=[O:27])=[O:26], predict the reactants needed to synthesize it. The reactants are: Cl.[N:2]1[CH:7]=[CH:6][C:5]([N:8]2[CH2:13][CH2:12][CH:11]([C:14](Cl)=[O:15])[CH2:10][CH2:9]2)=[CH:4][CH:3]=1.Cl.[NH2:18][CH2:19][CH2:20][NH:21][C:22](=[O:38])[CH2:23][NH:24][S:25]([C:28]1[CH:37]=[CH:36][C:35]2[C:30](=[CH:31][CH:32]=[CH:33][CH:34]=2)[CH:29]=1)(=[O:27])=[O:26]. (5) Given the product [NH:12]1[C:13]2[C:18](=[CH:17][CH:16]=[CH:15][CH:14]=2)[C:10]([C:8](=[O:9])[CH:32]([NH:31][C:30]2[CH:39]=[CH:40][CH:41]=[C:28]([O:27][CH3:26])[CH:29]=2)[C:33]2[CH:34]=[N:35][CH:36]=[CH:37][CH:38]=2)=[CH:11]1, predict the reactants needed to synthesize it. The reactants are: C(N(CC)CC)C.[CH:8]([C:10]1[C:18]2[C:13](=[CH:14][CH:15]=[CH:16][CH:17]=2)[N:12](C(OC(C)(C)C)=O)[CH:11]=1)=[O:9].[CH3:26][O:27][C:28]1[CH:29]=[C:30]([CH:39]=[CH:40][CH:41]=1)[N:31]=[CH:32][C:33]1[CH:34]=[N:35][CH:36]=[CH:37][CH:38]=1. (6) Given the product [Si:24]([O:23][CH2:22][CH2:21][N:4]1[C:3]([CH2:1][CH3:2])=[C:7]([N+:8]([O-:10])=[O:9])[C:6]([C:11]([NH2:13])=[O:12])=[N:5]1)([C:27]([CH3:30])([CH3:29])[CH3:28])([CH3:26])[CH3:25], predict the reactants needed to synthesize it. The reactants are: [CH2:1]([C:3]1[C:7]([N+:8]([O-:10])=[O:9])=[C:6]([C:11]([NH2:13])=[O:12])[NH:5][N:4]=1)[CH3:2].C(=O)([O-])[O-].[Cs+].[Cs+].Br[CH2:21][CH2:22][O:23][Si:24]([C:27]([CH3:30])([CH3:29])[CH3:28])([CH3:26])[CH3:25]. (7) Given the product [F:23][C:24]1[CH:31]=[CH:30][C:27]([CH2:28][N:11]([CH2:12][C:13]2[CH:14]=[CH:15][C:16]([C:17]([O:19][CH3:20])=[O:18])=[CH:21][CH:22]=2)[S:8]([C:5]2[CH:6]=[CH:7][C:2]([Cl:1])=[CH:3][CH:4]=2)(=[O:10])=[O:9])=[CH:26][CH:25]=1, predict the reactants needed to synthesize it. The reactants are: [Cl:1][C:2]1[CH:7]=[CH:6][C:5]([S:8]([NH:11][CH2:12][C:13]2[CH:22]=[CH:21][C:16]([C:17]([O:19][CH3:20])=[O:18])=[CH:15][CH:14]=2)(=[O:10])=[O:9])=[CH:4][CH:3]=1.[F:23][C:24]1[CH:31]=[CH:30][C:27]([CH2:28]Br)=[CH:26][CH:25]=1. (8) Given the product [CH2:4]([NH:1][C:19]1([NH:18][CH2:27][CH2:28][CH2:29][CH3:30])[CH:20]=[CH:21][C:22]([CH:11]=[CH:10][C:7]2[CH:8]=[CH:9][C:4]([N+:1]([O-:3])=[O:2])=[CH:5][CH:6]=2)=[CH:25][CH2:26]1)[CH2:5][CH2:6][CH3:7], predict the reactants needed to synthesize it. The reactants are: [N+:1]([C:4]1[CH:9]=[CH:8][C:7]([CH2:10][C:11](O)=O)=[CH:6][CH:5]=1)([O-:3])=[O:2].C([N:18]([CH2:27][CH2:28][CH2:29][CH3:30])[C:19]1[CH:26]=[CH:25][C:22](C=O)=[CH:21][CH:20]=1)CCC. (9) The reactants are: [Cl:1][C:2]1[CH:7]=[C:6]([Cl:8])[CH:5]=[CH:4][C:3]=1[S:9]([NH:12][CH2:13][CH2:14][CH2:15][CH2:16][N:17]([C:21]([NH:23][CH:24]1[CH2:29][CH2:28][CH2:27][CH2:26][CH2:25]1)=[O:22])[CH2:18][CH2:19][OH:20])(=[O:11])=[O:10].[C:30]1([N:36]=[C:37]=[O:38])[CH:35]=[CH:34][CH:33]=[CH:32][CH:31]=1. Given the product [C:30]1([NH:36][C:37](=[O:38])[O:20][CH2:19][CH2:18][N:17]([C:21]([NH:23][CH:24]2[CH2:25][CH2:26][CH2:27][CH2:28][CH2:29]2)=[O:22])[CH2:16][CH2:15][CH2:14][CH2:13][NH:12][S:9]([C:3]2[CH:4]=[CH:5][C:6]([Cl:8])=[CH:7][C:2]=2[Cl:1])(=[O:11])=[O:10])[CH:35]=[CH:34][CH:33]=[CH:32][CH:31]=1, predict the reactants needed to synthesize it.